The task is: Predict which catalyst facilitates the given reaction.. This data is from Catalyst prediction with 721,799 reactions and 888 catalyst types from USPTO. (1) Reactant: CC1(C)[O:6][C@@H:5]([CH2:7][O:8][NH:9][C:10]([C:12]2[O:20][C:19]3[CH:18]=[CH:17][N:16]=[CH:15][C:14]=3[C:13]=2[NH:21][C:22]2[C:27]([F:28])=[CH:26][C:25]([I:29])=[CH:24][C:23]=2[F:30])=[O:11])[CH2:4][O:3]1. Product: [OH:6][C@H:5]([CH2:4][OH:3])[CH2:7][O:8][NH:9][C:10]([C:12]1[O:20][C:19]2[CH:18]=[CH:17][N:16]=[CH:15][C:14]=2[C:13]=1[NH:21][C:22]1[C:23]([F:30])=[CH:24][C:25]([I:29])=[CH:26][C:27]=1[F:28])=[O:11]. The catalyst class is: 5. (2) Reactant: [F:1][C:2]1[CH:19]=[CH:18][C:5]([O:6][C:7]2[C:16]3[C:11](=[C:12]([NH2:17])[CH:13]=[CH:14][CH:15]=3)[N:10]=[CH:9][N:8]=2)=[CH:4][C:3]=1[C:20]([F:23])([F:22])[F:21].[Cl:24][C:25]1[C:30]([C:31](O)=[O:32])=[C:29]([F:34])[C:28]([CH2:35][NH:36][C:37](=[O:42])[C:38]([CH3:41])([CH3:40])[CH3:39])=[CH:27][CH:26]=1.C(Cl)(=O)C(Cl)=O.CCN(C(C)C)C(C)C. Product: [Cl:24][C:25]1[C:30]([C:31]([NH:17][C:12]2[CH:13]=[CH:14][CH:15]=[C:16]3[C:11]=2[N:10]=[CH:9][N:8]=[C:7]3[O:6][C:5]2[CH:18]=[CH:19][C:2]([F:1])=[C:3]([C:20]([F:23])([F:21])[F:22])[CH:4]=2)=[O:32])=[C:29]([F:34])[C:28]([CH2:35][NH:36][C:37](=[O:42])[C:38]([CH3:40])([CH3:39])[CH3:41])=[CH:27][CH:26]=1. The catalyst class is: 85. (3) Reactant: [Cl:1][C:2]1[CH:7]=[CH:6][C:5]([CH2:8][NH:9][C:10]([C:12]2[NH:13][C:14]3[C:19]([CH:20]=2)=[CH:18][C:17]([O:21][CH2:22][C@@H:23]2[O:28][CH2:27][CH2:26][NH:25][CH2:24]2)=[CH:16][CH:15]=3)=[O:11])=[C:4]([F:29])[C:3]=1[O:30][C:31]1[CH:36]=[C:35]([C:37]#[N:38])[CH:34]=[C:33]([Cl:39])[CH:32]=1.Cl. Product: [ClH:1].[Cl:1][C:2]1[CH:7]=[CH:6][C:5]([CH2:8][NH:9][C:10]([C:12]2[NH:13][C:14]3[C:19]([CH:20]=2)=[CH:18][C:17]([O:21][CH2:22][C@@H:23]2[O:28][CH2:27][CH2:26][NH:25][CH2:24]2)=[CH:16][CH:15]=3)=[O:11])=[C:4]([F:29])[C:3]=1[O:30][C:31]1[CH:36]=[C:35]([C:37]#[N:38])[CH:34]=[C:33]([Cl:39])[CH:32]=1. The catalyst class is: 275.